The task is: Predict the product of the given reaction.. This data is from Forward reaction prediction with 1.9M reactions from USPTO patents (1976-2016). Given the reactants F[C:2]1[CH:7]=[CH:6][CH:5]=[CH:4][C:3]=1[N+:8]([O-:10])=[O:9].[C:11]1([N:17]2[C:21](=[O:22])[CH2:20][CH:19]=[N:18]2)[CH:16]=[CH:15][CH:14]=[CH:13][CH:12]=1.C(=O)([O-])[O-].[K+].[K+].O, predict the reaction product. The product is: [N+:8]([C:3]1[CH:4]=[CH:5][CH:6]=[CH:7][C:2]=1[O:22][C:21]1[N:17]([C:11]2[CH:16]=[CH:15][CH:14]=[CH:13][CH:12]=2)[N:18]=[CH:19][CH:20]=1)([O-:10])=[O:9].